This data is from Reaction yield outcomes from USPTO patents with 853,638 reactions. The task is: Predict the reaction yield, written as a fraction of the theoretical maximum amount of product (1.0 means a 100% yield; for example, 0.34 means a 34% yield). (1) The reactants are [C:1]([N:4]1[C:12]2[C:7](=[CH:8][CH:9]=[C:10]([N:13]([CH:25]3[CH2:30][CH2:29][NH:28][CH2:27][CH2:26]3)[C:14](=[O:24])/[CH:15]=[CH:16]/[C:17]3[CH:22]=[CH:21][C:20]([Cl:23])=[CH:19][CH:18]=3)[CH:11]=2)[CH2:6][CH2:5]1)(=[O:3])[CH3:2]. The catalyst is ClCCCl. The product is [C:1]([N:4]1[C:12]2[C:7](=[CH:8][CH:9]=[C:10]([N:13]([CH:25]3[CH2:30][CH2:29][N:28]([CH2:5][CH2:6][CH:7]4[CH2:12][CH2:11][CH2:10][CH2:9][CH2:8]4)[CH2:27][CH2:26]3)[C:14](=[O:24])/[CH:15]=[CH:16]/[C:17]3[CH:22]=[CH:21][C:20]([Cl:23])=[CH:19][CH:18]=3)[CH:11]=2)[CH2:6][CH2:5]1)(=[O:3])[CH3:2]. The yield is 0.610. (2) The reactants are [C:1]1(=[O:16])[C:10]2[C:5]3=[C:6]([C:11](=O)[CH2:12][CH2:13][N:4]3[C:3](=[O:15])[NH:2]1)[CH:7]=[CH:8][CH:9]=2.Cl.[NH2:18][OH:19].O.O.O.C([O-])(=O)C.[Na+].C(O)C. The catalyst is O. The product is [C:1]1(=[O:16])[C:10]2[C:5]3=[C:6]([C:11](=[N:18][OH:19])[CH2:12][CH2:13][N:4]3[C:3](=[O:15])[NH:2]1)[CH:7]=[CH:8][CH:9]=2. The yield is 0.780. (3) The reactants are [NH:1]1[C:10]2[C:5](=[CH:6][CH:7]=[CH:8][CH:9]=2)[CH:4]=[CH:3][C:2]1=[O:11].[H-].[Na+].CS(O[CH2:19][CH2:20][N:21]1[CH2:26][CH2:25][CH:24]([NH:27][C:28]([O:30][C:31]([CH3:34])([CH3:33])[CH3:32])=[O:29])[CH2:23][CH2:22]1)(=O)=O.C(OC(=O)NC1CCN(CCN2C3C(=CC=C(F)C=3)N=CC2=O)CC1)(C)(C)C. The catalyst is ClCCl.CO. The product is [C:31]([O:30][C:28](=[O:29])[NH:27][CH:24]1[CH2:25][CH2:26][N:21]([CH2:20][CH2:19][N:1]2[C:10]3[C:5](=[CH:6][CH:7]=[CH:8][CH:9]=3)[CH:4]=[CH:3][C:2]2=[O:11])[CH2:22][CH2:23]1)([CH3:34])([CH3:33])[CH3:32]. The yield is 0.350. (4) The reactants are [C:1]([NH2:4])(=[O:3])[CH3:2].O.[C:6]([OH:10])(=[O:9])[CH:7]=[O:8]. The catalyst is CC(C)=O. The product is [C:1]([NH:4][CH:7]([OH:8])[C:6]([OH:10])=[O:9])(=[O:3])[CH3:2]. The yield is 1.00. (5) The reactants are CC(P(C(C)(C)C)C1C(C2C=CC=CC=2)=CC=CC=1)(C)C.C(N(CC)CC)C.[C:29]1([CH3:43])[CH:34]=[CH:33][C:32]([C:35]#[C:36][P:37](=[O:42])([OH:41])[O:38][CH2:39][CH3:40])=[CH:31][CH:30]=1.[Cl:44][CH2:45][CH2:46][CH2:47][C:48]#[CH:49]. The catalyst is [Au].ClC(Cl)C. The product is [C:29]1([CH3:43])[CH:30]=[CH:31][C:32]([C:35]#[C:36][P:37](=[O:41])([O:42][C:48]([CH2:47][CH2:46][CH2:45][Cl:44])=[CH2:49])[O:38][CH2:39][CH3:40])=[CH:33][CH:34]=1. The yield is 0.700. (6) The reactants are [Cl:1][C:2]1[C:3]([CH:13]=O)=[N:4][CH:5]=[C:6]([N:8]([CH3:12])[CH:9]([CH3:11])[CH3:10])[N:7]=1.[CH2:15]([NH:22][CH2:23][C@@H:24]([OH:28])[CH2:25][O:26][CH3:27])[C:16]1[CH:21]=[CH:20][CH:19]=[CH:18][CH:17]=1.C(O[BH-](OC(=O)C)OC(=O)C)(=O)C.[Na+].C(=O)([O-])O.[Na+]. The catalyst is C(#N)C.C(O)(=O)C. The product is [CH2:15]([N:22]([CH2:13][C:3]1[C:2]([Cl:1])=[N:7][C:6]([N:8]([CH3:12])[CH:9]([CH3:10])[CH3:11])=[CH:5][N:4]=1)[CH2:23][C@@H:24]([OH:28])[CH2:25][O:26][CH3:27])[C:16]1[CH:21]=[CH:20][CH:19]=[CH:18][CH:17]=1. The yield is 0.700. (7) The reactants are [CH2:1]([NH:8][C@H:9]([C:11]1[CH:16]=[CH:15][CH:14]=[CH:13][CH:12]=1)[CH3:10])[C:2]1[CH:7]=[CH:6][CH:5]=[CH:4][CH:3]=1.C([Li])CCC.[CH:22]([S:25][C:26]1[CH:31]=[CH:30][CH:29]=[CH:28][C:27]=1[CH:32]=[CH:33][C:34]([O:36][C:37]([CH3:40])([CH3:39])[CH3:38])=[O:35])([CH3:24])[CH3:23]. The catalyst is C1COCC1. The product is [CH2:1]([N:8]([C@H:9]([C:11]1[CH:16]=[CH:15][CH:14]=[CH:13][CH:12]=1)[CH3:10])[C@@H:32]([C:27]1[CH:28]=[CH:29][CH:30]=[CH:31][C:26]=1[S:25][CH:22]([CH3:24])[CH3:23])[CH2:33][C:34]([O:36][C:37]([CH3:38])([CH3:40])[CH3:39])=[O:35])[C:2]1[CH:7]=[CH:6][CH:5]=[CH:4][CH:3]=1. The yield is 0.840.